Predict the reaction yield, written as a fraction of the theoretical maximum amount of product (1.0 means a 100% yield; for example, 0.34 means a 34% yield). From a dataset of Reaction yield outcomes from USPTO patents with 853,638 reactions. The reactants are [NH2:1][C:2]1[CH:19]=[CH:18][C:5]([O:6][C:7]2[C:16]3[NH:15][C:14](=[O:17])[CH:13]=[N:12][C:11]=3[N:10]=[CH:9][CH:8]=2)=[CH:4][C:3]=1[S:20][CH3:21].[Cl:22][C:23]1[CH:28]=[CH:27][C:26]([N:29]=[C:30]=[O:31])=[CH:25][C:24]=1[C:32]([F:35])([F:34])[F:33]. No catalyst specified. The product is [Cl:22][C:23]1[CH:28]=[CH:27][C:26]([NH:29][C:30]([NH:1][C:2]2[CH:19]=[CH:18][C:5]([O:6][C:7]3[C:16]4[NH:15][C:14](=[O:17])[CH:13]=[N:12][C:11]=4[N:10]=[CH:9][CH:8]=3)=[CH:4][C:3]=2[S:20][CH3:21])=[O:31])=[CH:25][C:24]=1[C:32]([F:33])([F:34])[F:35]. The yield is 0.290.